From a dataset of Full USPTO retrosynthesis dataset with 1.9M reactions from patents (1976-2016). Predict the reactants needed to synthesize the given product. The reactants are: [Cl:1][C:2]1[N:7]=[CH:6][C:5]([NH2:8])=[CH:4][CH:3]=1.[C:9](O[C:9]([O:11][C:12]([CH3:15])([CH3:14])[CH3:13])=[O:10])([O:11][C:12]([CH3:15])([CH3:14])[CH3:13])=[O:10]. Given the product [C:12]([O:11][C:9](=[O:10])[NH:8][C:5]1[CH:6]=[N:7][C:2]([Cl:1])=[CH:3][CH:4]=1)([CH3:15])([CH3:14])[CH3:13], predict the reactants needed to synthesize it.